Dataset: Reaction yield outcomes from USPTO patents with 853,638 reactions. Task: Predict the reaction yield, written as a fraction of the theoretical maximum amount of product (1.0 means a 100% yield; for example, 0.34 means a 34% yield). The reactants are [Br:1][C:2]1[CH:3]=[N:4][CH:5]=[C:6]([CH:8]2[CH2:10][O:9]2)[CH:7]=1.B(F)(F)F.CCOCC.[CH3:20][C:21]([CH3:23])=[O:22]. The catalyst is O. The product is [Br:1][C:2]1[CH:3]=[N:4][CH:5]=[C:6]([CH:8]2[CH2:10][O:9][C:21]([CH3:23])([CH3:20])[O:22]2)[CH:7]=1. The yield is 0.542.